Dataset: Catalyst prediction with 721,799 reactions and 888 catalyst types from USPTO. Task: Predict which catalyst facilitates the given reaction. (1) Reactant: C(OC(=O)[N:7]([C:29]1[CH:34]=[CH:33][C:32]([N:35]2[CH2:40][CH2:39][O:38][CH2:37][CH2:36]2)=[CH:31][CH:30]=1)[C:8]1[C:9]2[N:10]([N:26]=[CH:27][N:28]=2)[C:11]([C:14]2[CH:25]=[CH:24][C:17]3[C:18](=[O:23])[NH:19][S:20](=[O:22])(=[O:21])[C:16]=3[CH:15]=2)=[CH:12][N:13]=1)(C)(C)C. Product: [N:35]1([C:32]2[CH:33]=[CH:34][C:29]([NH:7][C:8]3[C:9]4[N:10]([N:26]=[CH:27][N:28]=4)[C:11]([C:14]4[CH:25]=[CH:24][C:17]5[C:18](=[O:23])[NH:19][S:20](=[O:22])(=[O:21])[C:16]=5[CH:15]=4)=[CH:12][N:13]=3)=[CH:30][CH:31]=2)[CH2:40][CH2:39][O:38][CH2:37][CH2:36]1. The catalyst class is: 89. (2) Reactant: C([O:3][C:4](=[O:28])[C:5]1[CH:10]=[C:9]([O:11][CH2:12][CH3:13])[C:8]([O:14][CH2:15][CH3:16])=[C:7]([O:17][CH2:18][CH2:19][C:20]2[CH:25]=[CH:24][C:23]([Cl:26])=[CH:22][C:21]=2[Cl:27])[CH:6]=1)C.O.[OH-].[Na+].Cl. The catalyst class is: 12. Product: [Cl:27][C:21]1[CH:22]=[C:23]([Cl:26])[CH:24]=[CH:25][C:20]=1[CH2:19][CH2:18][O:17][C:7]1[CH:6]=[C:5]([CH:10]=[C:9]([O:11][CH2:12][CH3:13])[C:8]=1[O:14][CH2:15][CH3:16])[C:4]([OH:28])=[O:3]. (3) Reactant: [NH2:1][C:2]1[CH:7]=[CH:6][C:5]([NH:8][C:9]2[C:10]3[N:11]([CH:16]=[CH:17][N:18]=3)[N:12]=[C:13]([NH2:15])[CH:14]=2)=[CH:4][CH:3]=1.[C:27](O[C:27]([O:29][C:30]([CH3:33])([CH3:32])[CH3:31])=[O:28])([O:29][C:30]([CH3:33])([CH3:32])[CH3:31])=[O:28]. The catalyst class is: 4. Product: [NH2:1][C:2]1[CH:3]=[CH:4][C:5]([NH:8][C:9]2[C:10]3[N:11]([CH:16]=[CH:17][N:18]=3)[N:12]=[C:13]([NH:15][C@H:5]3[CH2:6][CH2:7][C@H:2]([NH:1][C:27](=[O:28])[O:29][C:30]([CH3:31])([CH3:32])[CH3:33])[CH2:3][CH2:4]3)[CH:14]=2)=[CH:6][CH:7]=1. (4) Reactant: C([O:5][C:6]([C@:8]1([NH:30]C(OC(C)(C)C)=O)[CH2:13][C@@H:12]([S:14][C:15]2[NH:19][C:18]([CH:20]([F:22])[F:21])=[N:17][N:16]=2)[C@@H:11]2[C@H:9]1[C@H:10]2[C:23]([O:25]C(C)(C)C)=[O:24])=[O:7])(C)(C)C.[ClH:38]. Product: [ClH:38].[NH2:30][C@@:8]1([C:6]([OH:7])=[O:5])[CH2:13][C@@H:12]([S:14][C:15]2[N:19]=[C:18]([CH:20]([F:21])[F:22])[NH:17][N:16]=2)[C@@H:11]2[C@H:9]1[C@H:10]2[C:23]([OH:25])=[O:24]. The catalyst class is: 12. (5) Reactant: [H-].[Al+3].[Li+].[H-].[H-].[H-].C(O[C:12]([NH:14][C:15]1[CH:23]=[CH:22][C:18]([C:19](O)=[O:20])=[C:17]([Cl:24])[CH:16]=1)=O)(C)(C)C. Product: [Cl:24][C:17]1[CH:16]=[C:15]([NH:14][CH3:12])[CH:23]=[CH:22][C:18]=1[CH2:19][OH:20]. The catalyst class is: 1. (6) Reactant: [CH:1]1([NH:4][C:5]([C:7]2[CH:8]=[CH:9][C:10]([CH3:28])=[C:11]([C:13]3[CH:22]=[C:21]4[C:16]([CH:17]=[C:18]([C:23]([O:25]CC)=[O:24])[N:19]=[CH:20]4)=[CH:15][CH:14]=3)[CH:12]=2)=[O:6])[CH2:3][CH2:2]1.Cl. Product: [CH:1]1([NH:4][C:5]([C:7]2[CH:8]=[CH:9][C:10]([CH3:28])=[C:11]([C:13]3[CH:22]=[C:21]4[C:16]([CH:17]=[C:18]([C:23]([OH:25])=[O:24])[N:19]=[CH:20]4)=[CH:15][CH:14]=3)[CH:12]=2)=[O:6])[CH2:2][CH2:3]1. The catalyst class is: 36. (7) Reactant: [ClH:1].O1CCOC[CH2:3]1.C(OC([NH:15][C@H:16]1[CH2:24][O:23][C@H:19]([C:20]([OH:22])=[O:21])[CH2:18][CH2:17]1)=O)(C)(C)C. Product: [ClH:1].[NH2:15][C@H:16]1[CH2:24][O:23][C@H:19]([C:20]([O:22][CH3:3])=[O:21])[CH2:18][CH2:17]1. The catalyst class is: 5. (8) Reactant: [CH3:1][O:2][C:3]1[CH:20]=[CH:19][C:6]([CH2:7][N:8]2[CH:17]=[C:16]3[C:10]([NH:11][CH2:12][CH:13]=[CH:14][C:15]3=[O:18])=[N:9]2)=[CH:5][CH:4]=1.C([O-])=O.[NH4+]. Product: [CH3:1][O:2][C:3]1[CH:4]=[CH:5][C:6]([CH2:7][N:8]2[CH:17]=[C:16]3[C:10]([NH:11][CH2:12][CH2:13][CH2:14][C:15]3=[O:18])=[N:9]2)=[CH:19][CH:20]=1. The catalyst class is: 105. (9) Reactant: [C:1]([C:3]1[C:8]([CH3:9])=[CH:7][CH:6]=[CH:5][C:4]=1[S:10]([NH2:13])(=[O:12])=[O:11])#[N:2].[CH2:14]([O:16][C:17](OCC)(OCC)[O:18][CH2:19][CH3:20])[CH3:15]. The catalyst class is: 8. Product: [C:1]([C:3]1[C:8]([CH3:9])=[CH:7][CH:6]=[CH:5][C:4]=1[S:10]([N:13]=[C:17]([O:18][CH2:19][CH3:20])[O:16][CH2:14][CH3:15])(=[O:12])=[O:11])#[N:2].